Dataset: NCI-60 drug combinations with 297,098 pairs across 59 cell lines. Task: Regression. Given two drug SMILES strings and cell line genomic features, predict the synergy score measuring deviation from expected non-interaction effect. (1) Drug 1: C1=NC2=C(N=C(N=C2N1C3C(C(C(O3)CO)O)O)F)N. Drug 2: C1CN(P(=O)(OC1)NCCCl)CCCl. Cell line: HCC-2998. Synergy scores: CSS=36.1, Synergy_ZIP=3.33, Synergy_Bliss=3.40, Synergy_Loewe=-10.6, Synergy_HSA=-4.23. (2) Cell line: BT-549. Drug 2: CN(CCCl)CCCl.Cl. Drug 1: CN1C(=O)N2C=NC(=C2N=N1)C(=O)N. Synergy scores: CSS=18.0, Synergy_ZIP=-4.25, Synergy_Bliss=-2.12, Synergy_Loewe=-17.5, Synergy_HSA=-1.74.